From a dataset of Peptide-MHC class I binding affinity with 185,985 pairs from IEDB/IMGT. Regression. Given a peptide amino acid sequence and an MHC pseudo amino acid sequence, predict their binding affinity value. This is MHC class I binding data. (1) The peptide sequence is FIVEHINAM. The MHC is HLA-B48:01 with pseudo-sequence HLA-B48:01. The binding affinity (normalized) is 0.0847. (2) The peptide sequence is YHMMKDEPV. The MHC is HLA-B08:01 with pseudo-sequence HLA-B08:01. The binding affinity (normalized) is 0.